Dataset: Reaction yield outcomes from USPTO patents with 853,638 reactions. Task: Predict the reaction yield, written as a fraction of the theoretical maximum amount of product (1.0 means a 100% yield; for example, 0.34 means a 34% yield). (1) The reactants are FC(F)(F)C1C=C(C=CC=1)C([O:8][CH:9]([CH2:14][N:15]([C:28]1[CH:33]=[CH:32][CH:31]=[C:30]([F:34])[CH:29]=1)[C:16](=[O:27])[C:17]1[CH:22]=[CH:21][CH:20]=[C:19]([C:23]([F:26])([F:25])[F:24])[CH:18]=1)[C:10]([F:13])([F:12])[F:11])=O.N. The catalyst is CO. The product is [F:34][C:30]1[CH:29]=[C:28]([N:15]([CH2:14][CH:9]([OH:8])[C:10]([F:11])([F:12])[F:13])[C:16](=[O:27])[C:17]2[CH:22]=[CH:21][CH:20]=[C:19]([C:23]([F:26])([F:25])[F:24])[CH:18]=2)[CH:33]=[CH:32][CH:31]=1. The yield is 0.610. (2) The product is [CH2:21]([O:20][C:18](=[O:19])[CH2:17][O:1][CH:2]1[CH2:3][CH2:4][N:5]([C:8]([O:10][C:11]([CH3:14])([CH3:13])[CH3:12])=[O:9])[CH2:6][CH2:7]1)[CH3:22]. The yield is 0.780. The catalyst is C(Cl)Cl.CC([O-])=O.CC([O-])=O.CC([O-])=O.CC([O-])=O.[Rh+2].[Rh+2]. The reactants are [OH:1][CH:2]1[CH2:7][CH2:6][N:5]([C:8]([O:10][C:11]([CH3:14])([CH3:13])[CH3:12])=[O:9])[CH2:4][CH2:3]1.[N+](=[CH:17][C:18]([O:20][CH2:21][CH3:22])=[O:19])=[N-]. (3) The reactants are Cl.Cl.[Br:3][C:4]1[CH:5]=[C:6]2[C:11](=[CH:12][CH:13]=1)[N:10]=[C:9](Cl)[N:8]=[C:7]2[C:15]1[CH:20]=[CH:19][N:18]=[CH:17][CH:16]=1.[CH2:21]([CH2:23][NH2:24])[OH:22]. The catalyst is CC(O)C. The product is [Br:3][C:4]1[CH:5]=[C:6]2[C:11](=[CH:12][CH:13]=1)[N:10]=[C:9]([NH:24][CH2:23][CH2:21][OH:22])[N:8]=[C:7]2[C:15]1[CH:20]=[CH:19][N:18]=[CH:17][CH:16]=1. The yield is 0.470. (4) The reactants are [F:1][C:2]1[CH:41]=[C:40]([F:42])[CH:39]=[CH:38][C:3]=1[O:4][C:5]1[CH:10]=[CH:9][C:8]([C:11]([F:14])([F:13])[F:12])=[CH:7][C:6]=1[C:15]1[N:16](COCC[Si](C)(C)C)[C:17]([CH3:29])=[C:18]2[C:23]=1[CH:22]=[C:21]([C:24]([NH:26][CH3:27])=[O:25])[NH:20][C:19]2=[O:28].C(O)(C(F)(F)F)=O.C([O-])(=O)C.[Na+]. The catalyst is ClCCl. The product is [F:1][C:2]1[CH:41]=[C:40]([F:42])[CH:39]=[CH:38][C:3]=1[O:4][C:5]1[CH:10]=[CH:9][C:8]([C:11]([F:14])([F:12])[F:13])=[CH:7][C:6]=1[C:15]1[NH:16][C:17]([CH3:29])=[C:18]2[C:23]=1[CH:22]=[C:21]([C:24]([NH:26][CH3:27])=[O:25])[NH:20][C:19]2=[O:28]. The yield is 0.220. (5) The reactants are [CH2:1]([C:3]1[CH:4]=[N:5][N:6]([CH3:17])[C:7]=1[C:8]1[CH:9]=[C:10]([C:13]([O:15][CH3:16])=[O:14])[S:11][CH:12]=1)[CH3:2].C1C(=O)N([Cl:25])C(=O)C1. The catalyst is CN(C)C=O. The product is [Cl:25][C:4]1[C:3]([CH2:1][CH3:2])=[C:7]([C:8]2[CH:9]=[C:10]([C:13]([O:15][CH3:16])=[O:14])[S:11][CH:12]=2)[N:6]([CH3:17])[N:5]=1. The yield is 0.560. (6) The yield is 0.640. The product is [Cl:1][C:2]1[CH:7]=[CH:6][CH:5]=[CH:4][C:3]=1[CH2:8][O:9][C:10]1[C:15]([O:16][CH2:17][C:18]2[CH:23]=[CH:22][CH:21]=[CH:20][C:19]=2[Cl:24])=[CH:14][CH:13]=[CH:12][C:11]=1[CH:25]([SH:30])[C:26]([OH:28])=[O:27]. The reactants are [Cl:1][C:2]1[CH:7]=[CH:6][CH:5]=[CH:4][C:3]=1[CH2:8][O:9][C:10]1[C:15]([O:16][CH2:17][C:18]2[CH:23]=[CH:22][CH:21]=[CH:20][C:19]=2[Cl:24])=[CH:14][CH:13]=[CH:12][C:11]=1[CH:25](O)[C:26]([OH:28])=[O:27].[S:30](Cl)(Cl)=O.CN(C=O)C.S1C=CC=C1CC(O)=O.CC(C)([O-])C.[K+]. The catalyst is C(Cl)Cl.CCO.